This data is from Catalyst prediction with 721,799 reactions and 888 catalyst types from USPTO. The task is: Predict which catalyst facilitates the given reaction. Reactant: [F:1][C:2]1[CH:7]=[CH:6][C:5]([CH:8]([OH:12])[CH2:9][NH:10][CH3:11])=[CH:4][CH:3]=1.[C:13]([O:17][C:18](=[O:20])O)([CH3:16])([CH3:15])[CH3:14].O1CCCC1.C(=O)(O)[O-].[Na+]. Product: [C:13]([O:17][C:18](=[O:20])[N:10]([CH2:9][CH:8]([C:5]1[CH:4]=[CH:3][C:2]([F:1])=[CH:7][CH:6]=1)[OH:12])[CH3:11])([CH3:16])([CH3:15])[CH3:14]. The catalyst class is: 13.